This data is from Reaction yield outcomes from USPTO patents with 853,638 reactions. The task is: Predict the reaction yield, written as a fraction of the theoretical maximum amount of product (1.0 means a 100% yield; for example, 0.34 means a 34% yield). (1) The reactants are [CH2:1]([O:3][C:4]([CH:6]1[CH2:11][CH2:10][N:9]([C:12]([O:14][C:15]([CH3:18])([CH3:17])[CH3:16])=[O:13])[CH2:8][CH2:7]1)=[O:5])[CH3:2].C[Si]([N-][Si](C)(C)C)(C)C.[Na+].[N+:29]([C:32]1[CH:39]=[CH:38][CH:37]=[CH:36][C:33]=1[CH2:34]Br)([O-:31])=[O:30]. The catalyst is O1CCCC1. The product is [CH2:1]([O:3][C:4]([C:6]1([CH2:34][C:33]2[CH:36]=[CH:37][CH:38]=[CH:39][C:32]=2[N+:29]([O-:31])=[O:30])[CH2:11][CH2:10][N:9]([C:12]([O:14][C:15]([CH3:17])([CH3:16])[CH3:18])=[O:13])[CH2:8][CH2:7]1)=[O:5])[CH3:2]. The yield is 0.130. (2) The reactants are C[O:2][C:3]1[CH:8]=[CH:7][C:6]([CH2:9][CH2:10][CH2:11][CH2:12][NH2:13])=[CH:5][CH:4]=1.[BrH:14]. No catalyst specified. The product is [BrH:14].[OH:2][C:3]1[CH:4]=[CH:5][C:6]([CH2:9][CH2:10][CH2:11][CH2:12][NH2:13])=[CH:7][CH:8]=1. The yield is 0.900. (3) The reactants are [Cl:1][C:2]1[CH:3]=[C:4](/[CH:9]=[CH:10]/[C:11]([N:13]2[CH2:19][CH2:18][C:17](=[O:20])[N:16]([CH2:21][CH2:22][CH2:23][N:24]3[CH2:35][CH2:34][C:27]4([NH:31][C:30](=[O:32])[NH:29][C:28]4=[O:33])[CH2:26][CH2:25]3)[CH2:15][CH2:14]2)=[O:12])[CH:5]=[CH:6][C:7]=1[Cl:8].[I:36][CH3:37]. The catalyst is CO. The product is [I-:36].[Cl:1][C:2]1[CH:3]=[C:4](/[CH:9]=[CH:10]/[C:11]([N:13]2[CH2:19][CH2:18][C:17](=[O:20])[N:16]([CH2:21][CH2:22][CH2:23][N+:24]3([CH3:37])[CH2:35][CH2:34][C:27]4([NH:31][C:30](=[O:32])[NH:29][C:28]4=[O:33])[CH2:26][CH2:25]3)[CH2:15][CH2:14]2)=[O:12])[CH:5]=[CH:6][C:7]=1[Cl:8]. The yield is 0.980.